From a dataset of Catalyst prediction with 721,799 reactions and 888 catalyst types from USPTO. Predict which catalyst facilitates the given reaction. (1) Reactant: [CH:1]12[CH:14]3[CH:2]1[CH:3]1[CH:11]4[CH:12]([C:13]3=[O:15])[CH:10]4[CH:9]2[CH:8]2[CH:4]1[C:5](=[O:17])[O:6][C:7]2=[O:16].[CH2:18](N(CC)CC)C.F[P-](F)(F)(F)(F)F.N1(OC(N(C)C)=[N+](C)C)C2N=CC=CC=2N=N1.[CH2:49]([OH:56])[C:50]1[CH:55]=[CH:54][CH:53]=[CH:52][CH:51]=1. Product: [O:15]=[C:13]1[CH:12]2[CH:10]3[CH:11]2[CH:3]2[C@@H:4]([C:5]([O:6][CH3:18])=[O:17])[C@@H:8]([C:7]([O:56][CH2:49][C:50]4[CH:55]=[CH:54][CH:53]=[CH:52][CH:51]=4)=[O:16])[CH:9]3[CH:1]3[CH:2]2[CH:14]13. The catalyst class is: 442. (2) Reactant: Br[C:2]1[CH:21]=[CH:20][C:19]([C:22]([F:25])([F:24])[F:23])=[CH:18][C:3]=1[CH2:4][O:5][C:6](=[O:17])[N:7]([CH2:10][C:11]1[CH:16]=[CH:15][CH:14]=[CH:13][CH:12]=1)[CH2:8][CH3:9].[CH2:26]([O:28][C:29](=[O:48])[CH2:30][C:31]1[CH:36]=[CH:35][C:34]([O:37][CH3:38])=[C:33](B2OC(C)(C)C(C)(C)O2)[CH:32]=1)[CH3:27].C(=O)([O-])[O-].[K+].[K+].COCCOC. Product: [CH2:26]([O:28][C:29](=[O:48])[CH2:30][C:31]1[CH:32]=[C:33]([C:2]2[CH:21]=[CH:20][C:19]([C:22]([F:25])([F:24])[F:23])=[CH:18][C:3]=2[CH2:4][O:5][C:6](=[O:17])[N:7]([CH2:10][C:11]2[CH:16]=[CH:15][CH:14]=[CH:13][CH:12]=2)[CH2:8][CH3:9])[C:34]([O:37][CH3:38])=[CH:35][CH:36]=1)[CH3:27]. The catalyst class is: 103.